Dataset: Catalyst prediction with 721,799 reactions and 888 catalyst types from USPTO. Task: Predict which catalyst facilitates the given reaction. (1) Reactant: C[O:2][C:3](=[O:38])[C@@H:4]([NH:16][C:17]([C:19]1[C:20]([CH3:37])=[N:21][C:22]([NH:26][CH2:27][CH2:28][CH2:29][C:30]2[CH:35]=[CH:34][CH:33]=[C:32]([OH:36])[CH:31]=2)=[N:23][C:24]=1[CH3:25])=[O:18])[CH2:5][NH:6][C:7](=[O:15])[C:8]1[CH:13]=[CH:12][CH:11]=[C:10]([CH3:14])[CH:9]=1.O.[OH-].[Li+].S([O-])(O)(=O)=O.[K+]. Product: [OH:36][C:32]1[CH:31]=[C:30]([CH2:29][CH2:28][CH2:27][NH:26][C:22]2[N:23]=[C:24]([CH3:25])[C:19]([C:17]([NH:16][C@@H:4]([CH2:5][NH:6][C:7](=[O:15])[C:8]3[CH:13]=[CH:12][CH:11]=[C:10]([CH3:14])[CH:9]=3)[C:3]([OH:38])=[O:2])=[O:18])=[C:20]([CH3:37])[N:21]=2)[CH:35]=[CH:34][CH:33]=1. The catalyst class is: 20. (2) Reactant: [CH2:1]([N:3]1[CH:8]2[CH2:9][CH2:10][CH:4]1[CH2:5][CH:6]([C:11]1[N:16]3[N:17]=[C:18]([C:28]4[CH:33]=[CH:32][N:31]=[CH:30][CH:29]=4)[C:19]([C:20]4[CH:25]=[CH:24][N:23]=[C:22]([O:26]C)[CH:21]=4)=[C:15]3[N:14]=[CH:13][CH:12]=1)[CH2:7]2)[CH3:2].Cl.N1C=CC=CC=1. Product: [CH2:1]([N:3]1[CH:4]2[CH2:10][CH2:9][CH:8]1[CH2:7][CH:6]([C:11]1[N:16]3[N:17]=[C:18]([C:28]4[CH:29]=[CH:30][N:31]=[CH:32][CH:33]=4)[C:19]([C:20]4[CH:25]=[CH:24][N:23]=[C:22]([OH:26])[CH:21]=4)=[C:15]3[N:14]=[CH:13][CH:12]=1)[CH2:5]2)[CH3:2]. The catalyst class is: 389. (3) Reactant: N12CCCN=C1CC[CH2:4][CH2:3][CH2:2]2.[OH:12][CH:13]([CH2:32][C:33]1[CH:38]=[CH:37][CH:36]=[CH:35][CH:34]=1)/[CH:14]=[CH:15]/[C@H:16]1[CH2:21][CH2:20][CH2:19][C:18](=[O:22])[N:17]1[CH2:23][C:24]#[C:25][CH2:26][CH2:27][CH2:28][C:29]([OH:31])=[O:30].IC(C)C. Product: [CH:3]([O:30][C:29](=[O:31])[CH2:28][CH2:27][CH2:26][C:25]#[C:24][CH2:23][N:17]1[C:18](=[O:22])[CH2:19][CH2:20][CH2:21][C@@H:16]1/[CH:15]=[CH:14]/[CH:13]([OH:12])[CH2:32][C:33]1[CH:34]=[CH:35][CH:36]=[CH:37][CH:38]=1)([CH3:4])[CH3:2]. The catalyst class is: 692. (4) Reactant: [NH2:1][C:2]1[C:3]([Cl:9])=[N:4][CH:5]=[CH:6][C:7]=1[CH3:8].[Br:10]N1C(=O)C(C)(C)N(Br)C1=O. Product: [Br:10][C:5]1[N:4]=[C:3]([Cl:9])[C:2]([NH2:1])=[C:7]([CH3:8])[CH:6]=1. The catalyst class is: 2. (5) Reactant: [N+:1]([C:4]1[CH:9]=[CH:8][C:7]([S:10](Cl)(=[O:12])=[O:11])=[CH:6][CH:5]=1)([O-:3])=[O:2].[CH3:14][O:15][C:16]1[C:17]([CH3:25])=[CH:18][N:19]2[C:24]=1[CH:23]=[CH:22][CH:21]=[CH:20]2.O.ClCCl. Product: [CH3:14][O:15][C:16]1[C:17]([CH3:25])=[C:18]([S:10]([C:7]2[CH:8]=[CH:9][C:4]([N+:1]([O-:3])=[O:2])=[CH:5][CH:6]=2)(=[O:12])=[O:11])[N:19]2[C:24]=1[CH:23]=[CH:22][CH:21]=[CH:20]2. The catalyst class is: 26. (6) Reactant: [Br-].[F:2][C:3]1[CH:28]=[CH:27][C:6]([CH2:7][P+](C2C=CC=CC=2)(C2C=CC=CC=2)C2C=CC=CC=2)=[CH:5][CH:4]=1.C(O[K])(C)(C)C.[CH2:35]([N:42]1[CH:47]([CH3:48])[CH2:46][O:45][C@H:44]([CH:49]=O)[CH2:43]1)[C:36]1[CH:41]=[CH:40][CH:39]=[CH:38][CH:37]=1. Product: [CH2:35]([N:42]1[CH:47]([CH3:48])[CH2:46][O:45][C@@H:44](/[CH:49]=[CH:7]/[C:6]2[CH:5]=[CH:4][C:3]([F:2])=[CH:28][CH:27]=2)[CH2:43]1)[C:36]1[CH:37]=[CH:38][CH:39]=[CH:40][CH:41]=1. The catalyst class is: 1. (7) Reactant: [F:1][C:2]([F:9])([F:8])[CH2:3][CH2:4][C:5](O)=[O:6].C(Cl)(=O)C([Cl:13])=O. Product: [F:1][C:2]([F:9])([F:8])[CH2:3][CH2:4][C:5]([Cl:13])=[O:6]. The catalyst class is: 59. (8) Reactant: [Cl:1][C:2]1[N:10]=[C:9]2[C:5]([NH:6][CH:7]=[N:8]2)=[C:4](Cl)[N:3]=1.[NH:12]1[CH2:17][CH2:16][O:15][CH2:14][CH2:13]1. Product: [Cl:1][C:2]1[N:10]=[C:9]2[C:5]([N:6]=[CH:7][NH:8]2)=[C:4]([N:12]2[CH2:17][CH2:16][O:15][CH2:14][CH2:13]2)[N:3]=1. The catalyst class is: 6. (9) Reactant: [CH2:1]([N:8]1[CH2:13][CH2:12][N:11]([C:14]([O:16][C:17]([CH3:20])([CH3:19])[CH3:18])=[O:15])[C@H:10]([CH:21]=[O:22])[CH2:9]1)[C:2]1[CH:7]=[CH:6][CH:5]=[CH:4][CH:3]=1.[CH:23]1([Mg]Br)[CH2:25][CH2:24]1.[Cl-].[NH4+]. Product: [CH2:1]([N:8]1[CH2:13][CH2:12][N:11]([C:14]([O:16][C:17]([CH3:18])([CH3:19])[CH3:20])=[O:15])[C@H:10]([CH:21]([CH:23]2[CH2:25][CH2:24]2)[OH:22])[CH2:9]1)[C:2]1[CH:7]=[CH:6][CH:5]=[CH:4][CH:3]=1. The catalyst class is: 1. (10) Reactant: [Cl:1][C:2]1[N:3]=[C:4](Cl)[C:5]2[S:10][CH:9]=[C:8]([CH3:11])[C:6]=2[N:7]=1.[CH2:13]([NH2:20])[CH2:14][CH2:15][CH2:16][CH2:17][CH2:18][CH3:19]. Product: [Cl:1][C:2]1[N:3]=[C:4]([NH:20][CH2:13][CH2:14][CH2:15][CH2:16][CH2:17][CH2:18][CH3:19])[C:5]2[S:10][CH:9]=[C:8]([CH3:11])[C:6]=2[N:7]=1. The catalyst class is: 3.